From a dataset of NCI-60 drug combinations with 297,098 pairs across 59 cell lines. Regression. Given two drug SMILES strings and cell line genomic features, predict the synergy score measuring deviation from expected non-interaction effect. (1) Drug 1: CC1=C2C(C(=O)C3(C(CC4C(C3C(C(C2(C)C)(CC1OC(=O)C(C(C5=CC=CC=C5)NC(=O)OC(C)(C)C)O)O)OC(=O)C6=CC=CC=C6)(CO4)OC(=O)C)OC)C)OC. Drug 2: CC1C(C(CC(O1)OC2CC(OC(C2O)C)OC3=CC4=CC5=C(C(=O)C(C(C5)C(C(=O)C(C(C)O)O)OC)OC6CC(C(C(O6)C)O)OC7CC(C(C(O7)C)O)OC8CC(C(C(O8)C)O)(C)O)C(=C4C(=C3C)O)O)O)O. Cell line: EKVX. Synergy scores: CSS=46.5, Synergy_ZIP=3.49, Synergy_Bliss=3.29, Synergy_Loewe=-16.5, Synergy_HSA=4.72. (2) Drug 2: CCC1=C2CN3C(=CC4=C(C3=O)COC(=O)C4(CC)O)C2=NC5=C1C=C(C=C5)O. Drug 1: C1CCN(CC1)CCOC2=CC=C(C=C2)C(=O)C3=C(SC4=C3C=CC(=C4)O)C5=CC=C(C=C5)O. Cell line: SN12C. Synergy scores: CSS=41.1, Synergy_ZIP=-0.403, Synergy_Bliss=0.871, Synergy_Loewe=-0.0212, Synergy_HSA=2.10. (3) Drug 1: CC(C)(C#N)C1=CC(=CC(=C1)CN2C=NC=N2)C(C)(C)C#N. Drug 2: CC1=C(C=C(C=C1)C(=O)NC2=CC(=CC(=C2)C(F)(F)F)N3C=C(N=C3)C)NC4=NC=CC(=N4)C5=CN=CC=C5. Cell line: HL-60(TB). Synergy scores: CSS=2.09, Synergy_ZIP=4.67, Synergy_Bliss=5.97, Synergy_Loewe=0.957, Synergy_HSA=0.948. (4) Drug 1: CCN(CC)CCCC(C)NC1=C2C=C(C=CC2=NC3=C1C=CC(=C3)Cl)OC. Drug 2: COCCOC1=C(C=C2C(=C1)C(=NC=N2)NC3=CC=CC(=C3)C#C)OCCOC.Cl. Cell line: SW-620. Synergy scores: CSS=27.9, Synergy_ZIP=5.59, Synergy_Bliss=2.64, Synergy_Loewe=-7.68, Synergy_HSA=2.55. (5) Drug 1: CC1=C2C(C(=O)C3(C(CC4C(C3C(C(C2(C)C)(CC1OC(=O)C(C(C5=CC=CC=C5)NC(=O)OC(C)(C)C)O)O)OC(=O)C6=CC=CC=C6)(CO4)OC(=O)C)OC)C)OC. Drug 2: CC1C(C(CC(O1)OC2CC(CC3=C2C(=C4C(=C3O)C(=O)C5=C(C4=O)C(=CC=C5)OC)O)(C(=O)CO)O)N)O.Cl. Cell line: MDA-MB-435. Synergy scores: CSS=51.4, Synergy_ZIP=-10.6, Synergy_Bliss=-16.8, Synergy_Loewe=-14.7, Synergy_HSA=-12.4. (6) Drug 1: CC=C1C(=O)NC(C(=O)OC2CC(=O)NC(C(=O)NC(CSSCCC=C2)C(=O)N1)C(C)C)C(C)C. Drug 2: CS(=O)(=O)OCCCCOS(=O)(=O)C. Cell line: SK-OV-3. Synergy scores: CSS=37.6, Synergy_ZIP=2.76, Synergy_Bliss=2.36, Synergy_Loewe=-58.1, Synergy_HSA=-1.93. (7) Drug 1: CC1=C(C(=CC=C1)Cl)NC(=O)C2=CN=C(S2)NC3=CC(=NC(=N3)C)N4CCN(CC4)CCO. Drug 2: COC1=C2C(=CC3=C1OC=C3)C=CC(=O)O2. Cell line: HCT116. Synergy scores: CSS=2.42, Synergy_ZIP=-1.43, Synergy_Bliss=2.69, Synergy_Loewe=0.667, Synergy_HSA=1.20. (8) Drug 1: CC1CC2CCC3C(=C)CC(O3)CCC45CC6C(O4)C7C(O6)C(O5)C8C(O7)CCC(O8)CC(=O)CC9C(CC(C1=C)O2)OC(C9OC)CC(CN)O.CS(=O)(=O)O. Drug 2: CC1C(C(CC(O1)OC2CC(CC3=C2C(=C4C(=C3O)C(=O)C5=CC=CC=C5C4=O)O)(C(=O)C)O)N)O. Cell line: SK-MEL-2. Synergy scores: CSS=31.0, Synergy_ZIP=-2.68, Synergy_Bliss=-6.03, Synergy_Loewe=-9.12, Synergy_HSA=-7.24.